From a dataset of Forward reaction prediction with 1.9M reactions from USPTO patents (1976-2016). Predict the product of the given reaction. (1) The product is: [F:1][C:2]1[C:3]([F:12])=[CH:4][C:5]2[O:9][C:8](=[O:10])[N:7]([CH:14]([C:16]3[CH:21]=[CH:20][CH:19]=[C:18]([N+:22]([O-:24])=[O:23])[CH:17]=3)[CH3:15])[C:6]=2[CH:11]=1. Given the reactants [F:1][C:2]1[C:3]([F:12])=[CH:4][C:5]2[O:9][C:8](=[O:10])[NH:7][C:6]=2[CH:11]=1.Br[CH:14]([C:16]1[CH:21]=[CH:20][CH:19]=[C:18]([N+:22]([O-:24])=[O:23])[CH:17]=1)[CH3:15].C(=O)([O-])[O-].[K+].[K+], predict the reaction product. (2) Given the reactants [CH2:1]([N:8]1[CH2:16][C:13]2([CH2:15][CH2:14]2)[CH2:12][N:11]([C:17]([O:19][C:20]([CH3:23])([CH3:22])[CH3:21])=[O:18])[CH2:10][C@@H:9]1[CH3:24])[C:2]1[CH:7]=[CH:6][CH:5]=[CH:4][CH:3]=1.[OH2:25].O[N:27]1[C:31]2C=CC=C[C:30]=2[N:29]=[N:28]1.C(N(CC)CC)C.C(Cl)CCl, predict the reaction product. The product is: [CH3:24][C@@H:9]1[N:8]([C:1](=[O:25])[C:2]2[CH:3]=[CH:4][CH:5]=[CH:6][C:7]=2[N:28]2[N:29]=[CH:30][CH:31]=[N:27]2)[CH2:16][C:13]2([CH2:14][CH2:15]2)[CH2:12][N:11]([C:17]([O:19][C:20]([CH3:23])([CH3:22])[CH3:21])=[O:18])[CH2:10]1. (3) Given the reactants Cl[CH:2]([C:4]1[CH:9]=[CH:8][CH:7]=[C:6]([N+:10]([O-:12])=[O:11])[CH:5]=1)[CH3:3].C(N(C(C)C)CC)(C)C.[NH:22]1[CH2:27][CH2:26][O:25][CH2:24][CH2:23]1, predict the reaction product. The product is: [N+:10]([C:6]1[CH:5]=[C:4]([CH:2]([N:22]2[CH2:27][CH2:26][O:25][CH2:24][CH2:23]2)[CH3:3])[CH:9]=[CH:8][CH:7]=1)([O-:12])=[O:11]. (4) Given the reactants [C:1]([O:5][C:6]([NH:8][C@@H:9]1[CH2:14][CH2:13][CH2:12][N:11]([C:15]([O:17][CH2:18][C:19]2[CH:24]=[CH:23][CH:22]=[CH:21][CH:20]=2)=[O:16])[CH2:10]1)=[O:7])([CH3:4])([CH3:3])[CH3:2].[H-].[Na+].I[CH3:28].O, predict the reaction product. The product is: [C:1]([O:5][C:6]([N:8]([CH3:28])[C@@H:9]1[CH2:14][CH2:13][CH2:12][N:11]([C:15]([O:17][CH2:18][C:19]2[CH:24]=[CH:23][CH:22]=[CH:21][CH:20]=2)=[O:16])[CH2:10]1)=[O:7])([CH3:4])([CH3:2])[CH3:3]. (5) Given the reactants [CH2:1]([O:8][C:9]([N:11]1[CH:20]([C:21]([OH:23])=[O:22])[CH2:19][C:18]2[C:13](=[CH:14][CH:15]=[CH:16][CH:17]=2)[CH2:12]1)=[O:10])[C:2]1[CH:7]=[CH:6][CH:5]=[CH:4][CH:3]=1.S(=O)(=O)(O)O.[CH3:29]O, predict the reaction product. The product is: [CH2:12]1[C:13]2[C:18](=[CH:17][CH:16]=[CH:15][CH:14]=2)[CH2:19][CH:20]([C:21]([O:23][CH3:29])=[O:22])[N:11]1[C:9]([O:8][CH2:1][C:2]1[CH:7]=[CH:6][CH:5]=[CH:4][CH:3]=1)=[O:10].